This data is from Full USPTO retrosynthesis dataset with 1.9M reactions from patents (1976-2016). The task is: Predict the reactants needed to synthesize the given product. (1) Given the product [Br:8][C:6]1[C:5]([F:9])=[CH:4][C:3]2[O:10][CH2:12][C:13]([CH3:14])=[N:1][C:2]=2[CH:7]=1, predict the reactants needed to synthesize it. The reactants are: [NH2:1][C:2]1[CH:7]=[C:6]([Br:8])[C:5]([F:9])=[CH:4][C:3]=1[OH:10].Cl[CH2:12][C:13](=O)[CH3:14].C(=O)([O-])[O-].[K+].[K+]. (2) The reactants are: [CH3:1][S-:2].[Na+].Cl[C:5]1[C:6]2[O:13][CH:12]=[CH:11][C:7]=2[N:8]=[CH:9][N:10]=1.C(=O)([O-])[O-].[Na+].[Na+]. Given the product [CH3:1][S:2][C:5]1[C:6]2[O:13][CH:12]=[CH:11][C:7]=2[N:8]=[CH:9][N:10]=1, predict the reactants needed to synthesize it. (3) The reactants are: [Cl:1][C:2]1[CH:3]=[C:4]2[C:8](=[CH:9][CH:10]=1)[N:7]([S:11]([C:14]1[CH:23]=[CH:22][C:17]([C:18](OC)=[O:19])=[CH:16][CH:15]=1)(=[O:13])=[O:12])[CH2:6][CH2:5]2.[BH4-].[Li+].[H-].[Al+3].[Li+].[H-].[H-].[H-]. Given the product [Cl:1][C:2]1[CH:3]=[C:4]2[C:8](=[CH:9][CH:10]=1)[N:7]([S:11]([C:14]1[CH:23]=[CH:22][C:17]([CH2:18][OH:19])=[CH:16][CH:15]=1)(=[O:13])=[O:12])[CH2:6][CH2:5]2, predict the reactants needed to synthesize it. (4) The reactants are: Br[C:2]1[CH:7]=[CH:6][C:5]([Cl:8])=[C:4]([Cl:9])[CH:3]=1.[CH3:10][C@H:11]1[CH2:16][NH:15][CH2:14][C@@H:13]([CH3:17])[N:12]1[CH2:18][CH2:19][CH3:20].Cl. Given the product [Cl:9][C:4]1[CH:3]=[C:2]([N:15]2[CH2:14][C@@H:13]([CH3:17])[N:12]([CH2:18][CH2:19][CH3:20])[C@@H:11]([CH3:10])[CH2:16]2)[CH:7]=[CH:6][C:5]=1[Cl:8], predict the reactants needed to synthesize it.